Dataset: Forward reaction prediction with 1.9M reactions from USPTO patents (1976-2016). Task: Predict the product of the given reaction. (1) Given the reactants [CH2:1]([O:8][C@@H:9]1[C@@H:14]([O:15][CH2:16][C:17]2[CH:22]=[CH:21][CH:20]=[CH:19][CH:18]=2)[C@H:13]([O:23][CH2:24][C:25]2[CH:30]=[CH:29][CH:28]=[CH:27][CH:26]=2)[C@@H:12]([CH2:31][O:32][CH2:33][C:34]2[CH:39]=[CH:38][CH:37]=[CH:36][CH:35]=2)[O:11][C@@H:10]1[CH2:40][CH2:41][CH2:42][CH2:43]O)[C:2]1[CH:7]=[CH:6][CH:5]=[CH:4][CH:3]=1.C1C=CC(P(C2C=CC=CC=2)C2C=CC=CC=2)=CC=1.CC(OC(/N=N/C(OC(C)C)=O)=O)C.P([N:94]=[N+:95]=[N-:96])(OC1C=CC=CC=1)(OC1C=CC=CC=1)=O, predict the reaction product. The product is: [N:94]([CH2:43][CH2:42][CH2:41][CH2:40][C@H:10]1[O:11][C@H:12]([CH2:31][O:32][CH2:33][C:34]2[CH:35]=[CH:36][CH:37]=[CH:38][CH:39]=2)[C@@H:13]([O:23][CH2:24][C:25]2[CH:26]=[CH:27][CH:28]=[CH:29][CH:30]=2)[C@H:14]([O:15][CH2:16][C:17]2[CH:22]=[CH:21][CH:20]=[CH:19][CH:18]=2)[C@H:9]1[O:8][CH2:1][C:2]1[CH:7]=[CH:6][CH:5]=[CH:4][CH:3]=1)=[N+:95]=[N-:96]. (2) Given the reactants [CH2:1]([NH2:8])[C:2]1[CH:7]=[CH:6][CH:5]=[CH:4][CH:3]=1.[C:9](O)(=O)[CH3:10].[CH2:13]=[O:14], predict the reaction product. The product is: [CH2:1]([N:8]1[CH2:10][CH:9]2[C:13](=[O:14])[CH:2]([CH2:3][CH2:4]2)[CH2:1]1)[C:2]1[CH:7]=[CH:6][CH:5]=[CH:4][CH:3]=1.